This data is from Full USPTO retrosynthesis dataset with 1.9M reactions from patents (1976-2016). The task is: Predict the reactants needed to synthesize the given product. (1) Given the product [CH2:50]([N:56]1[C:3](=[O:12])[C:4]2[C:5](=[CH:6][C:7]([Cl:10])=[CH:8][CH:9]=2)[N:11]=[C:57]1[CH:59]1[CH2:64][CH2:63][CH2:62][CH2:61][N:60]1[C:65](=[O:73])[C:66]1[CH:71]=[CH:70][C:69]([CH3:72])=[CH:68][CH:67]=1)[C:49]1[CH:54]=[CH:53][CH:52]=[CH:51][CH:48]=1, predict the reactants needed to synthesize it. The reactants are: CO[C:3](=[O:12])[C:4]1[CH:9]=[CH:8][C:7]([Cl:10])=[CH:6][C:5]=1[NH2:11].C1CN([P+](Br)(N2CCCC2)N2CCCC2)CC1.F[P-](F)(F)(F)(F)F.C(N(C(C)C)CC)(C)C.CO[C:48](=O)[C:49]1[CH:54]=[CH:53][C:52](Cl)=[CH:51][C:50]=1[NH:56][C:57]([CH:59]1[CH2:64][CH2:63][CH2:62][CH2:61][N:60]1[C:65](=[O:73])[C:66]1[CH:71]=[CH:70][C:69]([CH3:72])=[CH:68][CH:67]=1)=O. (2) The reactants are: [O:1]1[CH:5]=[CH:4][CH:3]=[C:2]1[C:6]1[CH:7]=[C:8]([CH:15]=[CH:16][CH:17]=1)[O:9][CH2:10][C:11](OC)=[O:12].[NH2:18][NH2:19]. Given the product [O:1]1[CH:5]=[CH:4][CH:3]=[C:2]1[C:6]1[CH:7]=[C:8]([CH:15]=[CH:16][CH:17]=1)[O:9][CH2:10][C:11]([NH:18][NH2:19])=[O:12], predict the reactants needed to synthesize it. (3) Given the product [CH3:15][C:14]1[CH:13]=[CH:12][N:11]=[CH:10][C:9]=1[N:8]1[CH2:2][CH2:3][CH2:4][NH:5][C:6]1=[O:7], predict the reactants needed to synthesize it. The reactants are: Cl[CH2:2][CH2:3][CH2:4][NH:5][C:6]([NH:8][C:9]1[CH:10]=[N:11][CH:12]=[CH:13][C:14]=1[CH3:15])=[O:7].[H-].[Na+].C(OC(=O)C)C. (4) Given the product [Cl:10][C:8]1[CH:9]=[C:2]2[C:3]([CH:4]=[C:21]([CH2:20][C:13]3[C:14]([O:18][CH3:19])=[CH:15][CH:16]=[CH:17][C:12]=3[Cl:11])[C:22]([NH2:23])=[N:1]2)=[CH:6][CH:7]=1, predict the reactants needed to synthesize it. The reactants are: [NH2:1][C:2]1[CH:9]=[C:8]([Cl:10])[CH:7]=[CH:6][C:3]=1[CH:4]=O.[Cl:11][C:12]1[CH:17]=[CH:16][CH:15]=[C:14]([O:18][CH3:19])[C:13]=1[CH2:20][CH2:21][C:22]#[N:23]. (5) Given the product [CH:1]([O:3][C:4]1[N:9]=[C:8]([NH2:10])[CH:7]=[CH:6][CH:5]=1)([CH3:11])[CH3:2], predict the reactants needed to synthesize it. The reactants are: [CH2:1]([O:3][C:4]1[N:9]=[C:8]([NH2:10])[CH:7]=[CH:6][CH:5]=1)[CH3:2].[CH:11](O)(C)C. (6) Given the product [CH2:36]([O:35][C:33](=[O:34])[NH:32][C:29]1[CH:30]=[CH:31][C:26]([C:7]2[S:6][C:5]([NH:4][C:2]([NH2:1])=[O:3])=[C:9]([C:10](=[O:11])[NH:12][C@H:13]3[CH2:18][CH2:17][CH2:16][NH:15][CH2:14]3)[CH:8]=2)=[CH:27][C:28]=1[F:38])[CH3:37], predict the reactants needed to synthesize it. The reactants are: [NH2:1][C:2]([NH:4][C:5]1[S:6][C:7]([C:26]2[CH:31]=[CH:30][C:29]([NH:32][C:33]([O:35][CH2:36][CH3:37])=[O:34])=[C:28]([F:38])[CH:27]=2)=[CH:8][C:9]=1[C:10]([NH:12][C@H:13]1[CH2:18][CH2:17][CH2:16][N:15](C(OC(C)(C)C)=O)[CH2:14]1)=[O:11])=[O:3].Cl.O1CCOCC1. (7) Given the product [CH2:33]([NH:35][C:23](=[O:25])[C:22]1[CH:26]=[CH:27][C:19]([N:16]2[CH2:17][CH2:18][N:13]([CH2:12][C:9]3[CH:10]=[N:11][C:5]4[N:4]5[CH2:28][CH2:29][S:30][CH2:31][C@H:3]5[C:2](=[O:1])[NH:7][C:6]=4[CH:8]=3)[CH2:14][CH2:15]2)=[CH:20][CH:21]=1)[CH3:34], predict the reactants needed to synthesize it. The reactants are: [O:1]=[C:2]1[NH:7][C:6]2[CH:8]=[C:9]([CH2:12][N:13]3[CH2:18][CH2:17][N:16]([C:19]4[CH:27]=[CH:26][C:22]([C:23]([OH:25])=O)=[CH:21][CH:20]=4)[CH2:15][CH2:14]3)[CH:10]=[N:11][C:5]=2[N:4]2[CH2:28][CH2:29][S:30][CH2:31][C@@H:3]12.Cl.[CH2:33]([N:35]=C=NCCCN(C)C)[CH3:34].O.N1(O)C2C=CC=CC=2N=N1.Cl.C(N)C.CN1CCOCC1. (8) Given the product [CH3:12][CH:6]1[CH2:7][CH2:8][C:9]2[C:4](=[N:3][C:2]([CH3:1])=[CH:11][CH:10]=2)[N:5]1[C:14]([O:16][C:17]([CH3:20])([CH3:19])[CH3:18])=[O:13], predict the reactants needed to synthesize it. The reactants are: [CH3:1][CH:2]1[CH2:11][CH2:10][C:9]2[C:4](=[N:5][C:6]([CH3:12])=[CH:7][CH:8]=2)[NH:3]1.[O:13](C(OC(C)(C)C)=O)[C:14]([O:16][C:17]([CH3:20])([CH3:19])[CH3:18])=O.